This data is from Forward reaction prediction with 1.9M reactions from USPTO patents (1976-2016). The task is: Predict the product of the given reaction. (1) Given the reactants C(O[C:5]1[CH:10]=[CH:9][C:8]([Br:11])=[CH:7][C:6]=1C)(=O)C.[C:13]([O:17][C:18](=[O:27])[C:19]1[CH:24]=[CH:23][C:22]([CH2:25]I)=[CH:21][CH:20]=1)([CH3:16])([CH3:15])[CH3:14].C[Si](C)(C)[N-][Si](C)(C)C.[Li+].[C:38]([O:41][CH2:42]C)(=[O:40])[CH3:39], predict the reaction product. The product is: [C:13]([O:17][C:18](=[O:27])[C:19]1[CH:24]=[CH:23][C:22]([CH2:25][CH:39]([C:5]2[CH:6]=[CH:7][C:8]([Br:11])=[CH:9][CH:10]=2)[C:38]([O:41][CH3:42])=[O:40])=[CH:21][CH:20]=1)([CH3:16])([CH3:15])[CH3:14]. (2) Given the reactants [N:1]1([CH2:7][CH2:8][O:9][C:10]2[C:19]3[C:14](=[CH:15][CH:16]=[CH:17][CH:18]=3)[C:13]([NH2:20])=[CH:12][CH:11]=2)[CH2:6][CH2:5][O:4][CH2:3][CH2:2]1.[C:21](=[O:24])(O)[O-].[Na+].C(Cl)(Cl)=O.[C:30]([C:34]1[CH:35]=[CH:36][C:37]([CH3:41])=[C:38]([CH:40]=1)[NH2:39])([CH3:33])([CH3:32])[CH3:31], predict the reaction product. The product is: [C:30]([C:34]1[CH:35]=[CH:36][C:37]([CH3:41])=[C:38]([NH:39][C:21]([NH:20][C:13]2[C:14]3[C:19](=[CH:18][CH:17]=[CH:16][CH:15]=3)[C:10]([O:9][CH2:8][CH2:7][N:1]3[CH2:6][CH2:5][O:4][CH2:3][CH2:2]3)=[CH:11][CH:12]=2)=[O:24])[CH:40]=1)([CH3:33])([CH3:32])[CH3:31].